From a dataset of Catalyst prediction with 721,799 reactions and 888 catalyst types from USPTO. Predict which catalyst facilitates the given reaction. (1) Reactant: Cl[C:2]1[C:7]([C:8]#[N:9])=[C:6]([NH:10][CH2:11][CH2:12][OH:13])[N:5]=[C:4]([NH:14][CH2:15][CH2:16][OH:17])[N:3]=1.[C:18]1([CH:24]2[CH2:29][CH2:28][NH:27][CH2:26][CH2:25]2)[CH:23]=[CH:22][CH:21]=[CH:20][CH:19]=1.C(N(C(C)C)C(C)C)C. Product: [OH:17][CH2:16][CH2:15][NH:14][C:4]1[N:5]=[C:6]([NH:10][CH2:11][CH2:12][OH:13])[C:7]([C:8]#[N:9])=[C:2]([N:27]2[CH2:28][CH2:29][CH:24]([C:18]3[CH:23]=[CH:22][CH:21]=[CH:20][CH:19]=3)[CH2:25][CH2:26]2)[N:3]=1. The catalyst class is: 8. (2) Reactant: [NH:1]1[CH2:5][CH2:4][CH2:3][CH2:2]1.[Cl:6][C:7]1[N:12]=[C:11](Cl)[CH:10]=[C:9]([Cl:14])[N:8]=1.C(N(CC)CC)C.O. Product: [Cl:6][C:7]1[N:8]=[C:9]([Cl:14])[CH:10]=[C:11]([N:1]2[CH2:5][CH2:4][CH2:3][CH2:2]2)[N:12]=1. The catalyst class is: 7. (3) Reactant: [Si:1]([O:18][CH2:19][CH2:20][CH2:21][CH:22]([N:25]1C(=O)C2C(=CC=CC=2)C1=O)[CH2:23][CH3:24])([C:14]([CH3:17])([CH3:16])[CH3:15])([C:8]1[CH:13]=[CH:12][CH:11]=[CH:10][CH:9]=1)[C:2]1[CH:7]=[CH:6][CH:5]=[CH:4][CH:3]=1. Product: [Si:1]([O:18][CH2:19][CH2:20][CH2:21][CH:22]([NH2:25])[CH2:23][CH3:24])([C:14]([CH3:16])([CH3:17])[CH3:15])([C:8]1[CH:9]=[CH:10][CH:11]=[CH:12][CH:13]=1)[C:2]1[CH:3]=[CH:4][CH:5]=[CH:6][CH:7]=1. The catalyst class is: 14.